From a dataset of Full USPTO retrosynthesis dataset with 1.9M reactions from patents (1976-2016). Predict the reactants needed to synthesize the given product. (1) Given the product [C:38]([C:37]1[C:36]2[N:35]=[C:18]([C:15]3[S:14][C:13]([C@H:9]4[CH2:10][CH2:11][CH2:12][N:8]4[C:6]([O:5][C:1]([CH3:2])([CH3:3])[CH3:4])=[O:7])=[CH:17][CH:16]=3)[NH:45][C:44]=2[CH:43]=[CH:42][CH:41]=1)(=[O:39])[NH2:40], predict the reactants needed to synthesize it. The reactants are: [C:1]([O:5][C:6]([N:8]1[CH2:12][CH2:11][CH2:10][C@@H:9]1[C:13]1[S:14][C:15]([C:18](O)=O)=[CH:16][CH:17]=1)=[O:7])([CH3:4])([CH3:3])[CH3:2].C1N=CN(C(N2C=NC=C2)=O)C=1.Cl.Cl.[NH2:35][C:36]1[C:44]([NH2:45])=[CH:43][CH:42]=[CH:41][C:37]=1[C:38]([NH2:40])=[O:39]. (2) Given the product [CH2:1]([C:8]1([N:15]([CH3:16])[CH3:17])[CH2:13][CH2:12][CH:11]([O:14][CH2:29][C:28]2[CH:31]=[CH:32][C:25]([F:24])=[CH:26][CH:27]=2)[CH2:10][CH2:9]1)[C:2]1[CH:7]=[CH:6][CH:5]=[CH:4][CH:3]=1, predict the reactants needed to synthesize it. The reactants are: [CH2:1]([C:8]1([N:15]([CH3:17])[CH3:16])[CH2:13][CH2:12][CH:11]([OH:14])[CH2:10][CH2:9]1)[C:2]1[CH:7]=[CH:6][CH:5]=[CH:4][CH:3]=1.CC(C)([O-])C.[K+].[F:24][C:25]1[CH:32]=[CH:31][C:28]([CH2:29]Cl)=[CH:27][CH:26]=1. (3) The reactants are: [F:1][C:2]1[CH:7]=[CH:6][C:5]([C:8]2[CH:13]=[CH:12][N:11]=[CH:10][C:9]=2[N:14]([CH3:28])[C:15](=[O:27])[C:16]2[CH:21]=[C:20]([C:22]([F:25])([F:24])[F:23])[CH:19]=[C:18]([SH:26])[CH:17]=2)=[C:4]([O:29][CH3:30])[CH:3]=1.CCN(C(C)C)C(C)C.Br[CH2:41][CH2:42][C:43]([O:45][CH3:46])=[O:44].[NH4+].[Cl-]. Given the product [CH3:46][O:45][C:43](=[O:44])[CH2:42][CH2:41][S:26][C:18]1[CH:19]=[C:20]([C:22]([F:25])([F:24])[F:23])[CH:21]=[C:16]([C:15](=[O:27])[N:14]([C:9]2[CH:10]=[N:11][CH:12]=[CH:13][C:8]=2[C:5]2[CH:6]=[CH:7][C:2]([F:1])=[CH:3][C:4]=2[O:29][CH3:30])[CH3:28])[CH:17]=1, predict the reactants needed to synthesize it. (4) Given the product [Br:1][C:2]1[CH:3]=[C:4]2[C:9](=[CH:10][CH:11]=1)[N:8]=[CH:7][CH:6]=[C:5]2[OH:15], predict the reactants needed to synthesize it. The reactants are: [Br:1][C:2]1[CH:3]=[C:4]2[C:9](=[CH:10][CH:11]=1)[N:8]=[CH:7][C:6](C(O)=O)=[C:5]2[OH:15].C1(OC2C=CC=CC=2)C=CC=CC=1. (5) Given the product [OH:1][C:2]1[CH:11]=[CH:10][C:9]2[C:4](=[CH:5][CH:6]=[CH:7][CH:8]=2)[C:3]=1[C:12]([NH:20][C:19]1[CH:21]=[C:22]([C:24]([F:25])([F:26])[F:27])[CH:23]=[C:17]([C:16]([F:15])([F:28])[F:29])[CH:18]=1)=[O:14], predict the reactants needed to synthesize it. The reactants are: [OH:1][C:2]1[CH:11]=[CH:10][C:9]2[C:4](=[CH:5][CH:6]=[CH:7][CH:8]=2)[C:3]=1[C:12]([OH:14])=O.[F:15][C:16]([F:29])([F:28])[C:17]1[CH:18]=[C:19]([CH:21]=[C:22]([C:24]([F:27])([F:26])[F:25])[CH:23]=1)[NH2:20].